From a dataset of Forward reaction prediction with 1.9M reactions from USPTO patents (1976-2016). Predict the product of the given reaction. (1) Given the reactants [CH2:1]([S:3]([C:5]1[CH:10]=[CH:9][C:8]([S:11]([NH:14][CH2:15][C:16]([F:19])([F:18])[F:17])(=[O:13])=[O:12])=[CH:7][C:6]=1[NH:20][C:21]([NH:23][C:24]1[CH:29]=[CH:28][CH:27]=[C:26]([C:30]([F:33])([F:32])[F:31])[CH:25]=1)=[O:22])=[O:4])[CH3:2].C1C=C(Cl)C=C(C(OO)=[O:42])C=1, predict the reaction product. The product is: [CH2:1]([S:3]([C:5]1[CH:10]=[CH:9][C:8]([S:11]([NH:14][CH2:15][C:16]([F:17])([F:18])[F:19])(=[O:13])=[O:12])=[CH:7][C:6]=1[NH:20][C:21]([NH:23][C:24]1[CH:29]=[CH:28][CH:27]=[C:26]([C:30]([F:33])([F:31])[F:32])[CH:25]=1)=[O:22])(=[O:42])=[O:4])[CH3:2]. (2) Given the reactants [CH2:1]([O:8][C@@H:9]1[C@@H:18]([O:19][CH2:20][C:21]2[CH:26]=[CH:25][CH:24]=[CH:23][CH:22]=2)[C@H:17]([O:27][C@@H:28]2[O:57][C@H:56]([CH2:58][OH:59])[C@@H:47]([O:48][CH2:49][C:50]3[CH:55]=[CH:54][CH:53]=[CH:52][CH:51]=3)[C@H:38]([O:39][CH2:40][C:41]3[CH:46]=[CH:45][CH:44]=[CH:43][CH:42]=3)[C@H:29]2[O:30][CH2:31][C:32]2[CH:37]=[CH:36][CH:35]=[CH:34][CH:33]=2)[C@@H:16]([CH2:60][O:61][CH2:62][C:63]2[CH:68]=[CH:67][CH:66]=[CH:65][CH:64]=2)[O:15][CH:10]1[O:11][CH2:12][CH:13]=[CH2:14])[C:2]1[CH:7]=[CH:6][CH:5]=[CH:4][CH:3]=1.[C:69]1(C)[CH:74]=[CH:73][C:72]([S:75](Cl)(=[O:77])=[O:76])=[CH:71][CH:70]=1.N1C=CC=C[CH:81]=1, predict the reaction product. The product is: [CH2:1]([O:8][C@@H:9]1[C@@H:18]([O:19][CH2:20][C:21]2[CH:22]=[CH:23][CH:24]=[CH:25][CH:26]=2)[C@H:17]([O:27][C@@H:28]2[O:57][C@H:56]([CH:58]([S:75]([C:72]3[C:73]([CH3:81])=[CH:74][CH:69]=[CH:70][CH:71]=3)(=[O:76])=[O:77])[OH:59])[C@@H:47]([O:48][CH2:49][C:50]3[CH:51]=[CH:52][CH:53]=[CH:54][CH:55]=3)[C@H:38]([O:39][CH2:40][C:41]3[CH:42]=[CH:43][CH:44]=[CH:45][CH:46]=3)[C@H:29]2[O:30][CH2:31][C:32]2[CH:37]=[CH:36][CH:35]=[CH:34][CH:33]=2)[C@@H:16]([CH2:60][O:61][CH2:62][C:63]2[CH:64]=[CH:65][CH:66]=[CH:67][CH:68]=2)[O:15][CH:10]1[O:11][CH2:12][CH:13]=[CH2:14])[C:2]1[CH:7]=[CH:6][CH:5]=[CH:4][CH:3]=1. (3) Given the reactants Br[C:2]1[CH:11]=[CH:10][C:9]2[N:8]=[CH:7][C:6]3[N:12]([CH3:23])[C:13](=[O:22])[N:14]([C:15]4[C:16]([CH3:21])=[N:17][N:18]([CH3:20])[CH:19]=4)[C:5]=3[C:4]=2[CH:3]=1.[CH2:24]([N:26]([CH3:43])[C:27]1[C:28]([CH3:42])=[N:29][CH:30]=[C:31](B2OC(C)(C)C(C)(C)O2)[CH:32]=1)[CH3:25], predict the reaction product. The product is: [CH3:20][N:18]1[CH:19]=[C:15]([N:14]2[C:5]3[C:4]4[CH:3]=[C:2]([C:31]5[CH:30]=[N:29][C:28]([CH3:42])=[C:27]([N:26]([CH2:24][CH3:25])[CH3:43])[CH:32]=5)[CH:11]=[CH:10][C:9]=4[N:8]=[CH:7][C:6]=3[N:12]([CH3:23])[C:13]2=[O:22])[C:16]([CH3:21])=[N:17]1.